Task: Predict the reactants needed to synthesize the given product.. Dataset: Full USPTO retrosynthesis dataset with 1.9M reactions from patents (1976-2016) (1) Given the product [F:20][C:2]([F:1])([F:19])[C:3]([C:5]1[CH:10]=[CH:9][CH:8]=[CH:7][C:6]=1[NH:11][C:12]([C:14]1[O:15][CH:16]=[CH:17][CH:18]=1)=[O:13])=[O:4], predict the reactants needed to synthesize it. The reactants are: [F:1][C:2]([F:20])([F:19])[CH:3]([C:5]1[CH:10]=[CH:9][CH:8]=[CH:7][C:6]=1[NH:11][C:12]([C:14]1[O:15][CH:16]=[CH:17][CH:18]=1)=[O:13])[OH:4].CC(OI1(OC(C)=O)(OC(C)=O)OC(=O)C2C1=CC=CC=2)=O.C([O-])(O)=O.[Na+].S([O-])([O-])(=O)=S.[Na+].[Na+]. (2) Given the product [CH2:20]([O:19][C:16]1[CH:17]=[CH:18][C:13]([CH2:12][N:9]2[CH2:8][CH2:7][C:6]([CH2:24][CH2:25][O:26][C:27]3[CH:28]=[CH:29][CH:30]=[CH:31][CH:32]=3)([C:4]([O:3][CH:1]([CH3:35])[CH3:2])=[O:5])[CH2:11][CH2:10]2)=[CH:14][C:15]=1[Cl:23])[CH:21]=[CH2:22], predict the reactants needed to synthesize it. The reactants are: [CH2:1]([O:3][C:4]([C:6]1([CH2:24][CH2:25][O:26][C:27]2[CH:32]=[CH:31][CH:30]=[CH:29][CH:28]=2)[CH2:11][CH2:10][N:9]([CH2:12][C:13]2[CH:18]=[CH:17][C:16]([O:19][CH2:20][CH:21]=[CH2:22])=[C:15]([Cl:23])[CH:14]=2)[CH2:8][CH2:7]1)=[O:5])[CH3:2].[Li+].[OH-].[CH2:35](OC1C=CC(CN2CCC(CCOC3C=CC=CC=3)(C(O)=O)CC2)=CC=1Cl)C=C.C(Cl)(=O)C(Cl)=O.CCN(C(C)C)C(C)C.C(O)(C)C. (3) Given the product [C:28]1([C:11]2[C:12]3[C:17]([C:18]([C:22]4[CH:23]=[CH:24][CH:25]=[CH:26][CH:27]=4)=[C:19]4[C:10]=2[CH:9]=[C:8]([C:4]2[CH:5]=[C:6]([C:35]5[CH:36]=[CH:37][C:38]6[O:39][C:40]7[CH:46]=[CH:45][CH:44]=[CH:43][C:41]=7[C:42]=6[CH:34]=5)[CH:7]=[CH:2][CH:3]=2)[CH:21]=[CH:20]4)=[CH:16][CH:15]=[CH:14][CH:13]=3)[CH:33]=[CH:32][CH:31]=[CH:30][CH:29]=1, predict the reactants needed to synthesize it. The reactants are: Br[C:2]1[CH:3]=[C:4]([C:8]2[CH:21]=[CH:20][C:19]3[C:10](=[C:11]([C:28]4[CH:33]=[CH:32][CH:31]=[CH:30][CH:29]=4)[C:12]4[C:17]([C:18]=3[C:22]3[CH:27]=[CH:26][CH:25]=[CH:24][CH:23]=3)=[CH:16][CH:15]=[CH:14][CH:13]=4)[CH:9]=2)[CH:5]=[CH:6][CH:7]=1.[CH:34]1[C:42]2[C:41]3[CH:43]=[CH:44][CH:45]=[CH:46][C:40]=3[O:39][C:38]=2[CH:37]=[CH:36][C:35]=1B(O)O.C1(C)C=CC=CC=1P(C1C=CC=CC=1C)C1C=CC=CC=1C.C(=O)([O-])[O-].[Na+].[Na+]. (4) The reactants are: C(OC(=O)[NH:7][C:8]1[CH:13]=[CH:12][N:11]([CH2:14][CH2:15][CH2:16][CH2:17][N:18]2[CH:22]=[C:21]([C:23](=[O:37])[NH:24][CH2:25][C:26]3[CH:31]=[CH:30][CH:29]=[C:28]([O:32][C:33]([F:36])([F:35])[F:34])[CH:27]=3)[N:20]=[N:19]2)[C:10](=[O:38])[CH:9]=1)(C)(C)C.C(O)(C(F)(F)F)=O. Given the product [NH2:7][C:8]1[CH:13]=[CH:12][N:11]([CH2:14][CH2:15][CH2:16][CH2:17][N:18]2[CH:22]=[C:21]([C:23]([NH:24][CH2:25][C:26]3[CH:31]=[CH:30][CH:29]=[C:28]([O:32][C:33]([F:35])([F:36])[F:34])[CH:27]=3)=[O:37])[N:20]=[N:19]2)[C:10](=[O:38])[CH:9]=1, predict the reactants needed to synthesize it. (5) Given the product [ClH:1].[NH2:9][CH:6]1[CH2:7][CH2:8][C:3]([CH3:17])([OH:2])[CH2:4][CH2:5]1, predict the reactants needed to synthesize it. The reactants are: [ClH:1].[OH:2][C:3]1([CH3:17])[CH2:8][CH2:7][CH:6]([NH:9]C(=O)OC(C)(C)C)[CH2:5][CH2:4]1. (6) Given the product [CH3:13][C:14]1([OH:21])[CH2:19][CH2:18][C:17](=[CH2:20])[CH2:16][CH2:15]1, predict the reactants needed to synthesize it. The reactants are: O.C1(C)C=CC(S(O)(=O)=O)=CC=1.[CH3:13][C:14]1([O:21]C2CCCCO2)[CH2:19][CH2:18][C:17](=[CH2:20])[CH2:16][CH2:15]1. (7) Given the product [I:31][C:14]1[CH:13]=[C:12]2[C:17]([C:9]([CH:1]=[CH:2][C:3]3[CH:8]=[CH:7][CH:6]=[CH:5][CH:4]=3)=[N:10][N:11]2[CH2:19][O:20][CH2:21][CH2:22][Si:23]([CH3:26])([CH3:25])[CH3:24])=[CH:16][CH:15]=1, predict the reactants needed to synthesize it. The reactants are: [CH:1]([C:9]1[C:17]2[C:12](=[CH:13][C:14](N)=[CH:15][CH:16]=2)[N:11]([CH2:19][O:20][CH2:21][CH2:22][Si:23]([CH3:26])([CH3:25])[CH3:24])[N:10]=1)=[CH:2][C:3]1[CH:8]=[CH:7][CH:6]=[CH:5][CH:4]=1.N([O-])=O.[Na+].[I:31]I. (8) Given the product [Cl:1][C:2]1[N:11]=[C:10]([CH3:12])[C:9]2[N:8]([CH2:17][CH:18]3[CH2:21][CH2:19]3)[CH2:7][CH:6]3[CH2:13][O:14][CH2:15][CH2:16][N:5]3[C:4]=2[N:3]=1, predict the reactants needed to synthesize it. The reactants are: [Cl:1][C:2]1[N:11]=[C:10]([CH3:12])[C:9]2[NH:8][CH2:7][CH:6]3[CH2:13][O:14][CH2:15][CH2:16][N:5]3[C:4]=2[N:3]=1.[CH3:17][C:18]([CH3:21])([O-])[CH3:19].[Na+].BrCC1CC1.